This data is from Full USPTO retrosynthesis dataset with 1.9M reactions from patents (1976-2016). The task is: Predict the reactants needed to synthesize the given product. (1) Given the product [N:30]1([CH2:29][CH2:28][O:27][C:24]2[CH:23]=[CH:22][C:21]([CH2:20][C:5]([S:9]([C:12]3[CH:13]=[CH:14][C:15]([O:18][CH3:19])=[CH:16][CH:17]=3)(=[O:10])=[O:11])([CH2:6][CH2:7][CH3:8])[C:4]([OH:37])=[O:3])=[CH:26][CH:25]=2)[CH2:36][CH2:35][CH2:34][CH2:33][CH2:32][CH2:31]1, predict the reactants needed to synthesize it. The reactants are: C([O:3][C:4](=[O:37])[C:5]([CH2:20][C:21]1[CH:26]=[CH:25][C:24]([O:27][CH2:28][CH2:29][N:30]2[CH2:36][CH2:35][CH2:34][CH2:33][CH2:32][CH2:31]2)=[CH:23][CH:22]=1)([S:9]([C:12]1[CH:17]=[CH:16][C:15]([O:18][CH3:19])=[CH:14][CH:13]=1)(=[O:11])=[O:10])[CH2:6][CH2:7][CH3:8])C. (2) Given the product [Cl:1][C:2]1[CH:3]=[CH:4][C:5]([C:6](=[O:23])[CH2:7][N:8]2[C:12]3[CH:13]=[CH:14][CH:15]=[CH:16][C:11]=3[N:10]=[C:9]2[C:17]2[C:18]([NH:22][C:32](=[O:34])[CH3:33])=[N:19][O:20][N:21]=2)=[CH:24][CH:25]=1, predict the reactants needed to synthesize it. The reactants are: [Cl:1][C:2]1[CH:25]=[CH:24][C:5]([C:6](=[O:23])[CH2:7][N:8]2[C:12]3[CH:13]=[CH:14][CH:15]=[CH:16][C:11]=3[N:10]=[C:9]2[C:17]2[C:18]([NH2:22])=[N:19][O:20][N:21]=2)=[CH:4][CH:3]=1.N1C=CC=CC=1.[C:32](Cl)(=[O:34])[CH3:33]. (3) Given the product [CH3:8][O:9][C:10]([C:12]1[C:13]2[C:14]([CH2:35][CH2:36][N+:37]([O-:39])=[O:38])=[C:15]([C:22]3[CH:27]=[CH:26][C:25]([CH2:28][N:29]([C:31]([O:33][CH3:34])=[O:32])[CH3:30])=[CH:24][CH:23]=3)[NH:16][C:17]=2[CH:18]=[C:19]([F:21])[CH:20]=1)=[O:11], predict the reactants needed to synthesize it. The reactants are: CCO.CO.[BH4-].[Na+].[CH3:8][O:9][C:10]([C:12]1[C:13]2[C:14](/[CH:35]=[CH:36]/[N+:37]([O-:39])=[O:38])=[C:15]([C:22]3[CH:27]=[CH:26][C:25]([CH2:28][N:29]([C:31]([O:33][CH3:34])=[O:32])[CH3:30])=[CH:24][CH:23]=3)[NH:16][C:17]=2[CH:18]=[C:19]([F:21])[CH:20]=1)=[O:11]. (4) Given the product [CH:6]1([C:4](=[O:5])[CH3:13])[CH2:11][CH2:10][CH2:9][CH2:8][CH2:7]1, predict the reactants needed to synthesize it. The reactants are: CON(C)[C:4]([CH:6]1[CH2:11][CH2:10][CH2:9][CH2:8][CH2:7]1)=[O:5].[CH3:13][Li].Cl. (5) Given the product [CH2:15]([N:6]1[CH:5]=[C:4]([Br:3])[C:13]2[C:8](=[CH:9][CH:10]=[CH:11][CH:12]=2)[C:7]1=[O:14])[C:16]1[CH:21]=[CH:20][CH:19]=[CH:18][CH:17]=1, predict the reactants needed to synthesize it. The reactants are: [H-].[Na+].[Br:3][C:4]1[C:13]2[C:8](=[CH:9][CH:10]=[CH:11][CH:12]=2)[C:7](=[O:14])[NH:6][CH:5]=1.[CH2:15](Br)[C:16]1[CH:21]=[CH:20][CH:19]=[CH:18][CH:17]=1.